From a dataset of NCI-60 drug combinations with 297,098 pairs across 59 cell lines. Regression. Given two drug SMILES strings and cell line genomic features, predict the synergy score measuring deviation from expected non-interaction effect. (1) Drug 1: C1CCC(C1)C(CC#N)N2C=C(C=N2)C3=C4C=CNC4=NC=N3. Drug 2: CN1CCC(CC1)COC2=C(C=C3C(=C2)N=CN=C3NC4=C(C=C(C=C4)Br)F)OC. Cell line: HOP-92. Synergy scores: CSS=17.9, Synergy_ZIP=-4.23, Synergy_Bliss=-0.277, Synergy_Loewe=-3.72, Synergy_HSA=1.07. (2) Drug 1: COC1=NC(=NC2=C1N=CN2C3C(C(C(O3)CO)O)O)N. Drug 2: CC1C(C(CC(O1)OC2CC(CC3=C2C(=C4C(=C3O)C(=O)C5=C(C4=O)C(=CC=C5)OC)O)(C(=O)CO)O)N)O.Cl. Cell line: 786-0. Synergy scores: CSS=35.1, Synergy_ZIP=-2.47, Synergy_Bliss=-2.28, Synergy_Loewe=-46.5, Synergy_HSA=-2.49. (3) Drug 1: C1C(C(OC1N2C=NC3=C2NC=NCC3O)CO)O. Drug 2: N.N.Cl[Pt+2]Cl. Cell line: HT29. Synergy scores: CSS=18.0, Synergy_ZIP=1.31, Synergy_Bliss=6.97, Synergy_Loewe=1.86, Synergy_HSA=4.44. (4) Drug 1: C1CCC(C(C1)N)N.C(=O)(C(=O)[O-])[O-].[Pt+4]. Drug 2: C(CCl)NC(=O)N(CCCl)N=O. Cell line: HCC-2998. Synergy scores: CSS=31.6, Synergy_ZIP=-6.68, Synergy_Bliss=-3.30, Synergy_Loewe=-11.6, Synergy_HSA=-1.49. (5) Drug 1: CN(C)C1=NC(=NC(=N1)N(C)C)N(C)C. Drug 2: C1CC(C1)(C(=O)O)C(=O)O.[NH2-].[NH2-].[Pt+2]. Cell line: HL-60(TB). Synergy scores: CSS=60.6, Synergy_ZIP=-1.57, Synergy_Bliss=-5.54, Synergy_Loewe=-32.9, Synergy_HSA=-7.82.